Predict which catalyst facilitates the given reaction. From a dataset of Catalyst prediction with 721,799 reactions and 888 catalyst types from USPTO. Reactant: [CH2:1]([C:3]([C:13]1[C:21]2[C:16](=[C:17]([NH2:22])[CH:18]=[CH:19][CH:20]=2)[NH:15][CH:14]=1)([C:6]1[CH:11]=[CH:10][C:9]([F:12])=[CH:8][CH:7]=1)[CH2:4][CH3:5])[CH3:2].[C:23]1([S:29](Cl)(=[O:31])=[O:30])[CH:28]=[CH:27][CH:26]=[CH:25][CH:24]=1.N1C=CC=CC=1.C(=O)(O)[O-].[Na+]. Product: [CH2:1]([C:3]([C:13]1[C:21]2[C:16](=[C:17]([NH:22][S:29]([C:23]3[CH:28]=[CH:27][CH:26]=[CH:25][CH:24]=3)(=[O:31])=[O:30])[CH:18]=[CH:19][CH:20]=2)[NH:15][CH:14]=1)([C:6]1[CH:7]=[CH:8][C:9]([F:12])=[CH:10][CH:11]=1)[CH2:4][CH3:5])[CH3:2]. The catalyst class is: 96.